From a dataset of Peptide-MHC class I binding affinity with 185,985 pairs from IEDB/IMGT. Regression. Given a peptide amino acid sequence and an MHC pseudo amino acid sequence, predict their binding affinity value. This is MHC class I binding data. (1) The peptide sequence is VPFVVFLVA. The MHC is HLA-B35:03 with pseudo-sequence HLA-B35:03. The binding affinity (normalized) is 0.0820. (2) The peptide sequence is RPAGARAAF. The MHC is HLA-A03:01 with pseudo-sequence HLA-A03:01. The binding affinity (normalized) is 0.0847. (3) The peptide sequence is RSKIEVGIRH. The MHC is HLA-A33:01 with pseudo-sequence HLA-A33:01. The binding affinity (normalized) is 0. (4) The binding affinity (normalized) is 0.227. The peptide sequence is IMPARFYPKV. The MHC is Patr-A0701 with pseudo-sequence Patr-A0701. (5) The peptide sequence is FPCFTAGEVR. The MHC is Mamu-A2201 with pseudo-sequence Mamu-A2201. The binding affinity (normalized) is 0. (6) The peptide sequence is FAAFYFVFI. The MHC is HLA-C06:02 with pseudo-sequence HLA-C06:02. The binding affinity (normalized) is 0.0847.